This data is from Catalyst prediction with 721,799 reactions and 888 catalyst types from USPTO. The task is: Predict which catalyst facilitates the given reaction. Reactant: Cl[C:2]1[N:3]=[C:4]([N:15]2[CH2:20][CH2:19][O:18][CH2:17][CH2:16]2)[C:5]2[S:10][C:9]([C:11]([NH2:14])([CH3:13])[CH3:12])=[CH:8][C:6]=2[N:7]=1.CCN(CC)CC.Cl.[C:29](Cl)(=[O:38])[C:30]1[CH:35]=[CH:34][C:33]([O:36][CH3:37])=[CH:32][CH:31]=1.CC1(C)C(C)(C)OB([C:48]2[CH:56]=[CH:55][CH:54]=[C:53]3[C:49]=2[CH:50]=[N:51][NH:52]3)O1. Product: [NH:52]1[C:53]2[C:49](=[C:48]([C:2]3[N:3]=[C:4]([N:15]4[CH2:20][CH2:19][O:18][CH2:17][CH2:16]4)[C:5]4[S:10][C:9]([C:11]([NH:14][C:29](=[O:38])[C:30]5[CH:35]=[CH:34][C:33]([O:36][CH3:37])=[CH:32][CH:31]=5)([CH3:13])[CH3:12])=[CH:8][C:6]=4[N:7]=3)[CH:56]=[CH:55][CH:54]=2)[CH:50]=[N:51]1. The catalyst class is: 2.